Dataset: Catalyst prediction with 721,799 reactions and 888 catalyst types from USPTO. Task: Predict which catalyst facilitates the given reaction. (1) Reactant: [CH2:1]([C@@:4]1([C:20]2[CH:25]=[CH:24][CH:23]=[CH:22][CH:21]=2)[O:9][C:8](=[O:10])[N:7]([C@H:11]([C:13]2[CH:18]=[CH:17][C:16](Br)=[CH:15][CH:14]=2)[CH3:12])[CH2:6][CH2:5]1)[CH:2]=[CH2:3].[F:26][C:27]1[CH:32]=[CH:31][C:30](B(O)O)=[CH:29][CH:28]=1.C([O-])([O-])=O.[Cs+].[Cs+]. Product: [CH2:1]([C@@:4]1([C:20]2[CH:25]=[CH:24][CH:23]=[CH:22][CH:21]=2)[O:9][C:8](=[O:10])[N:7]([C@H:11]([C:13]2[CH:18]=[CH:17][C:16]([C:30]3[CH:31]=[CH:32][C:27]([F:26])=[CH:28][CH:29]=3)=[CH:15][CH:14]=2)[CH3:12])[CH2:6][CH2:5]1)[CH:2]=[CH2:3]. The catalyst class is: 184. (2) Reactant: [Cl:1][C:2]1[C:3](=O)[N:4]([CH2:17][CH2:18][C:19]2[CH:24]=[CH:23][CH:22]=[CH:21][CH:20]=2)[C:5]([C:9]2[CH:14]=[CH:13][CH:12]=[CH:11][C:10]=2[O:15]C)=[N:6][C:7]=1[CH3:8].P12(SP3(SP(SP(S3)(S1)=S)(=S)S2)=S)=[S:27].B(Br)(Br)Br. Product: [Cl:1][C:2]1[C:3](=[S:27])[N:4]([CH2:17][CH2:18][C:19]2[CH:24]=[CH:23][CH:22]=[CH:21][CH:20]=2)[C:5]([C:9]2[CH:14]=[CH:13][CH:12]=[CH:11][C:10]=2[OH:15])=[N:6][C:7]=1[CH3:8]. The catalyst class is: 346.